This data is from Forward reaction prediction with 1.9M reactions from USPTO patents (1976-2016). The task is: Predict the product of the given reaction. (1) Given the reactants [H-].[Na+].[CH3:3][NH:4][CH2:5][C:6]1[CH:11]=[CH:10][CH:9]=[CH:8][CH:7]=1.CC1C=CC(S(OC[C@@H:24]2[O:26][CH2:25]2)(=O)=O)=CC=1.O1CCC[CH2:28]1, predict the reaction product. The product is: [CH2:5]([N:4]([CH3:28])[CH2:3][C@H:25]1[CH2:24][O:26]1)[C:6]1[CH:11]=[CH:10][CH:9]=[CH:8][CH:7]=1. (2) Given the reactants [CH2:1]([O:8][C:9]1[CH:14]=[CH:13][C:12]([CH2:15][C:16]([O:18]C(C)(C)C)=[O:17])=[C:11]([C:23]#[N:24])[CH:10]=1)[C:2]1[CH:7]=[CH:6][CH:5]=[CH:4][CH:3]=1.C(O)(C(F)(F)F)=O, predict the reaction product. The product is: [CH2:1]([O:8][C:9]1[CH:14]=[CH:13][C:12]([CH2:15][C:16]([OH:18])=[O:17])=[C:11]([C:23]#[N:24])[CH:10]=1)[C:2]1[CH:3]=[CH:4][CH:5]=[CH:6][CH:7]=1. (3) Given the reactants ClC1C=C(C=CC=1Cl)OC1CCN(S(C2C(C)=NN(C)C=2C)(=O)=O)CC1.[CH3:27][N:28]1[C:32]([CH3:33])=[C:31]([S:34](Cl)(=[O:36])=[O:35])[C:30]([CH3:38])=[N:29]1.Cl.[Cl:40][C:41]1[CH:42]=[C:43]([F:54])[C:44]([O:47][CH:48]2[CH2:53][CH2:52][NH:51][CH2:50][CH2:49]2)=[N:45][CH:46]=1, predict the reaction product. The product is: [Cl:40][C:41]1[CH:42]=[C:43]([F:54])[C:44]([O:47][CH:48]2[CH2:49][CH2:50][N:51]([S:34]([C:31]3[C:30]([CH3:38])=[N:29][N:28]([CH3:27])[C:32]=3[CH3:33])(=[O:36])=[O:35])[CH2:52][CH2:53]2)=[N:45][CH:46]=1. (4) Given the reactants [CH2:1]([N:5]1[C:9]([C:10]2[CH:15]=[CH:14]N=[CH:12][CH:11]=2)=[C:8]([C:16]([O:18][CH2:19][CH3:20])=[O:17])[CH:7]=[N:6]1)[CH:2]([CH3:4])[CH3:3].C([O:23]C(=O)CC(=O)C1CCOCC1)C.Cl.CC(C)CNN, predict the reaction product. The product is: [CH2:1]([N:5]1[C:9]([CH:10]2[CH2:15][CH2:14][O:23][CH2:12][CH2:11]2)=[C:8]([C:16]([O:18][CH2:19][CH3:20])=[O:17])[CH:7]=[N:6]1)[CH:2]([CH3:4])[CH3:3]. (5) Given the reactants [CH:1]1([C:4]2[N:8](C(OC(C)(C)C)=O)[C:7]3[CH:16]=[C:17]([C:30]4[C:31]([CH3:36])=[N:32][O:33][C:34]=4[CH3:35])[CH:18]=[C:19]([CH:20]([OH:29])[CH:21]4[CH2:25][C:24]([CH3:27])([CH3:26])[O:23][CH:22]4O)[C:6]=3[N:5]=2)[CH2:3][CH2:2]1.C([SiH](CC)CC)C.B(F)(F)F.CCOCC, predict the reaction product. The product is: [CH:1]1([C:4]2[NH:8][C:7]3[CH:16]=[C:17]([C:30]4[C:31]([CH3:36])=[N:32][O:33][C:34]=4[CH3:35])[CH:18]=[C:19]([CH:20]([CH:21]4[CH2:25][C:24]([CH3:27])([CH3:26])[O:23][CH2:22]4)[OH:29])[C:6]=3[N:5]=2)[CH2:3][CH2:2]1.